This data is from Reaction yield outcomes from USPTO patents with 853,638 reactions. The task is: Predict the reaction yield, written as a fraction of the theoretical maximum amount of product (1.0 means a 100% yield; for example, 0.34 means a 34% yield). (1) The reactants are [NH2:1][C:2]1[NH:6][N:5]=[C:4]([NH:7][C:8]2[CH:9]=[N:10][CH:11]=[CH:12][CH:13]=2)[C:3]=1[C:14]#[N:15].[OH:16][C:17]1[CH:24]=[CH:23][C:20]([CH:21]=O)=[CH:19][CH:18]=1. The catalyst is CCO.N1CCCCC1. The product is [OH:16][C:17]1[CH:24]=[CH:23][C:20]([CH:21]=[N:1][C:2]2[NH:6][N:5]=[C:4]([NH:7][C:8]3[CH:9]=[N:10][CH:11]=[CH:12][CH:13]=3)[C:3]=2[C:14]#[N:15])=[CH:19][CH:18]=1. The yield is 0.530. (2) The reactants are C1(P(=O)(C2C=CC=CC=2)C2C=CC=CC=2)C=CC=CC=1.FC(F)(F)C(OC(=O)C(F)(F)F)=O.C([S:41][CH:42]([CH:64]([O:67][CH3:68])[O:65][CH3:66])[CH2:43][NH:44][C:45]([C:47]1[NH:48][C:49]2[C:54]([CH:55]=1)=[CH:53][C:52]([O:56][CH2:57][CH2:58][O:59][CH3:60])=[CH:51][C:50]=2[N+:61]([O-:63])=[O:62])=O)C1C=CC=CC=1.C1(SC)C=CC=CC=1. The catalyst is ClCCl.CCCCCC.C(OCC)(=O)C.O. The product is [CH3:66][O:65][CH:64]([O:67][CH3:68])[CH:42]1[S:41][C:45]([C:47]2[NH:48][C:49]3[C:54]([CH:55]=2)=[CH:53][C:52]([O:56][CH2:57][CH2:58][O:59][CH3:60])=[CH:51][C:50]=3[N+:61]([O-:63])=[O:62])=[N:44][CH2:43]1. The yield is 0.970. (3) The reactants are S([O-])([O-])=O.[Na+].[Na+].[I:7][C:8]1[N:9]=[C:10]([C@@H:14]2[CH2:18][CH2:17][CH2:16][N:15]2[C:19]([O:21][C:22]([CH3:25])([CH3:24])[CH3:23])=[O:20])[NH:11][C:12]=1I. The catalyst is C(O)C.O.C(OCC)(=O)C. The product is [I:7][C:8]1[NH:9][C:10]([C@@H:14]2[CH2:18][CH2:17][CH2:16][N:15]2[C:19]([O:21][C:22]([CH3:25])([CH3:24])[CH3:23])=[O:20])=[N:11][CH:12]=1. The yield is 0.731. (4) The reactants are [CH3:1][O:2][C:3]1[CH:15]=[CH:14][C:6]2[C:7]([CH2:10][C:11]([OH:13])=[O:12])=[CH:8][O:9][C:5]=2[CH:4]=1.B(Br)(Br)Br.Cl[CH2:21]Cl. No catalyst specified. The product is [CH3:1][O:2][C:3]1[CH:15]=[CH:14][C:6]2[C:7]([CH2:10][C:11]([O:13][CH3:21])=[O:12])=[CH:8][O:9][C:5]=2[CH:4]=1. The yield is 0.670.